This data is from NCI-60 drug combinations with 297,098 pairs across 59 cell lines. The task is: Regression. Given two drug SMILES strings and cell line genomic features, predict the synergy score measuring deviation from expected non-interaction effect. Drug 1: C1CCC(C1)C(CC#N)N2C=C(C=N2)C3=C4C=CNC4=NC=N3. Drug 2: C1=NC(=NC(=O)N1C2C(C(C(O2)CO)O)O)N. Cell line: MDA-MB-435. Synergy scores: CSS=-4.31, Synergy_ZIP=4.88, Synergy_Bliss=7.87, Synergy_Loewe=-1.70, Synergy_HSA=1.32.